From a dataset of Catalyst prediction with 721,799 reactions and 888 catalyst types from USPTO. Predict which catalyst facilitates the given reaction. (1) Reactant: [F:1][C:2]1[C:7]([OH:8])=[CH:6][CH:5]=[CH:4][C:3]=1[CH2:9][NH:10][C:11]([C:13]1[CH:14]=[C:15]2[C:20](=[CH:21][CH:22]=1)[N:19]=[CH:18][CH:17]=[CH:16]2)=[O:12].Br[CH2:24][CH2:25][CH2:26][CH2:27][CH2:28][CH:29]=[CH2:30].CN(C=O)C.C(=O)([O-])[O-].[Cs+].[Cs+]. Product: [F:1][C:2]1[C:7]([O:8][CH2:30][CH2:29][CH2:28][CH2:27][CH2:26][CH:25]=[CH2:24])=[CH:6][CH:5]=[CH:4][C:3]=1[CH2:9][NH:10][C:11]([C:13]1[CH:14]=[C:15]2[C:20](=[CH:21][CH:22]=1)[N:19]=[CH:18][CH:17]=[CH:16]2)=[O:12]. The catalyst class is: 6. (2) Product: [C:21]([NH:20][C:18](=[O:19])[C:17]1[CH:25]=[CH:26][CH:27]=[C:15]([CH2:14][N:11]2[CH2:10][CH2:9][N:8]([C:6](=[O:7])[C:5]3[CH:28]=[C:29]([F:30])[C:2]([NH:1][C:33]([NH:49][CH:45]4[CH2:48][CH2:47][CH2:46]4)=[O:34])=[CH:3][C:4]=3[F:31])[CH2:13][CH2:12]2)[CH:16]=1)([CH3:24])([CH3:23])[CH3:22]. The catalyst class is: 46. Reactant: [NH2:1][C:2]1[C:29]([F:30])=[CH:28][C:5]([C:6]([N:8]2[CH2:13][CH2:12][N:11]([CH2:14][C:15]3[CH:16]=[C:17]([CH:25]=[CH:26][CH:27]=3)[C:18]([NH:20][C:21]([CH3:24])([CH3:23])[CH3:22])=[O:19])[CH2:10][CH2:9]2)=[O:7])=[C:4]([F:31])[CH:3]=1.Cl[C:33](OC1C=CC([N+]([O-])=O)=CC=1)=[O:34].[CH:45]1([NH2:49])[CH2:48][CH2:47][CH2:46]1. (3) Reactant: [C:1]([C:4]1[CH:5]=[CH:6][C:7]2[N:11]=[C:10]([CH3:12])[N:9]([CH2:13][C:14]3[CH:19]=[CH:18][CH:17]=[CH:16][C:15]=3[Cl:20])[C:8]=2[CH:21]=1)([OH:3])=O.[N+:22]([C:25]1[CH:30]=[CH:29][C:28]([S:31]([NH2:34])(=[O:33])=[O:32])=[CH:27][CH:26]=1)([O-:24])=[O:23].C1(C2CCCCCCCCCC=2)CCCCCCCCNN=1. Product: [Cl:20][C:15]1[CH:16]=[CH:17][CH:18]=[CH:19][C:14]=1[CH2:13][N:9]1[C:8]2[CH:21]=[C:4]([C:1](=[O:3])[NH:34][S:31]([C:28]3[CH:27]=[CH:26][C:25]([N+:22]([O-:24])=[O:23])=[CH:30][CH:29]=3)(=[O:33])=[O:32])[CH:5]=[CH:6][C:7]=2[N:11]=[C:10]1[CH3:12]. The catalyst class is: 9. (4) Reactant: [C:1]([O:4][CH2:5]Br)(=[O:3])[CH3:2].[CH3:7][NH:8][S:9]([C:12]1[CH:13]=[C:14]([CH2:18][CH2:19][CH2:20][CH:21]([CH2:25][CH2:26][C:27]2[CH:32]=[CH:31][CH:30]=[CH:29][CH:28]=2)[C:22]([OH:24])=[O:23])[CH:15]=[CH:16][CH:17]=1)(=[O:11])=[O:10].CCN(C(C)C)C(C)C.O. Product: [CH3:7][NH:8][S:9]([C:12]1[CH:13]=[C:14]([CH2:18][CH2:19][CH2:20][CH:21]([CH2:25][CH2:26][C:27]2[CH:28]=[CH:29][CH:30]=[CH:31][CH:32]=2)[C:22]([O:24][CH2:5][O:4][C:1](=[O:3])[CH3:2])=[O:23])[CH:15]=[CH:16][CH:17]=1)(=[O:10])=[O:11]. The catalyst class is: 23. (5) Product: [N+:19]([C:16]1[CH:17]=[CH:18][C:13]([O:1][CH2:2][CH2:3][N:4]2[CH2:9][CH2:8][CH2:7][CH2:6][CH2:5]2)=[N:14][CH:15]=1)([O-:21])=[O:20]. The catalyst class is: 9. Reactant: [OH:1][CH2:2][CH2:3][N:4]1[CH2:9][CH2:8][CH2:7][CH2:6][CH2:5]1.[H-].[Na+].Cl[C:13]1[CH:18]=[CH:17][C:16]([N+:19]([O-:21])=[O:20])=[CH:15][N:14]=1. (6) Reactant: [CH3:1][O:2][C:3]([CH:5]1[CH2:10][CH2:9][O:8][CH2:7][CH2:6]1)=[O:4].[OH-:11].[Na+:12]. Product: [CH3:1][O:2][C:3]([CH:5]1[CH2:10][CH2:9][O:8][CH2:7][CH2:6]1)=[O:4].[OH-:11].[Na+:12]. The catalyst class is: 6. (7) Reactant: Br[C:2]1[CH:3]=[C:4]2[C:9](=[CH:10][CH:11]=1)[N:8]([CH2:12][C:13]([O:15][CH3:16])=[O:14])[C:7](=[O:17])[CH:6]=[CH:5]2.[C:18]([Si:20]([CH3:23])([CH3:22])[CH3:21])#[CH:19]. Product: [O:17]=[C:7]1[CH:6]=[CH:5][C:4]2[C:9](=[CH:10][CH:11]=[C:2]([C:19]#[C:18][Si:20]([CH3:23])([CH3:22])[CH3:21])[CH:3]=2)[N:8]1[CH2:12][C:13]([O:15][CH3:16])=[O:14]. The catalyst class is: 337. (8) Reactant: [C:1]([OH:6])(=O)[C:2](O)=O.[CH3:7][O:8][C:9](=[O:52])[C@H:10]([CH:49]([CH3:51])[CH3:50])[NH:11][CH2:12][C:13]1[CH:18]=[CH:17][C:16]([C:19]2[CH:24]=[CH:23][CH:22]=[CH:21][C:20]=2[C:25]2[N:29]([C:30]([C:43]3[CH:48]=[CH:47][CH:46]=[CH:45][CH:44]=3)([C:37]3[CH:42]=[CH:41][CH:40]=[CH:39][CH:38]=3)[C:31]3[CH:36]=[CH:35][CH:34]=[CH:33][CH:32]=3)[N:28]=[N:27][N:26]=2)=[CH:15][CH:14]=1.[C:53]1(C)[CH:58]=CC=C[CH:54]=1.C(=O)(O)[O-].[Na+]. Product: [CH3:7][O:8][C:9](=[O:52])[C@H:10]([CH:49]([CH3:50])[CH3:51])[N:11]([CH2:12][C:13]1[CH:14]=[CH:15][C:16]([C:19]2[CH:24]=[CH:23][CH:22]=[CH:21][C:20]=2[C:25]2[N:29]([C:30]([C:43]3[CH:44]=[CH:45][CH:46]=[CH:47][CH:48]=3)([C:37]3[CH:38]=[CH:39][CH:40]=[CH:41][CH:42]=3)[C:31]3[CH:36]=[CH:35][CH:34]=[CH:33][CH:32]=3)[N:28]=[N:27][N:26]=2)=[CH:17][CH:18]=1)[C:1](=[O:6])[CH2:2][CH2:54][CH2:53][CH3:58]. The catalyst class is: 6. (9) Reactant: [F:1][C:2]([F:31])([F:30])[O:3][C:4]1[CH:9]=[CH:8][C:7]([NH:10][C:11]([C:13]2([NH2:29])[CH2:18][CH2:17][N:16]([S:19]([C:22]3[CH:27]=[CH:26][C:25]([CH3:28])=[CH:24][CH:23]=3)(=[O:21])=[O:20])[CH2:15][CH2:14]2)=[O:12])=[CH:6][CH:5]=1.Cl.CI.[C:35](=O)([O-])[O-].[K+].[K+]. The catalyst class is: 3. Product: [F:31][C:2]([F:1])([F:30])[O:3][C:4]1[CH:5]=[CH:6][C:7]([NH:10][C:11]([C:13]2([NH:29][CH3:35])[CH2:18][CH2:17][N:16]([S:19]([C:22]3[CH:27]=[CH:26][C:25]([CH3:28])=[CH:24][CH:23]=3)(=[O:21])=[O:20])[CH2:15][CH2:14]2)=[O:12])=[CH:8][CH:9]=1.